From a dataset of Reaction yield outcomes from USPTO patents with 853,638 reactions. Predict the reaction yield, written as a fraction of the theoretical maximum amount of product (1.0 means a 100% yield; for example, 0.34 means a 34% yield). The yield is 0.900. The reactants are [CH:1]1([CH2:4][O:5][C:6]2[CH:7]=[C:8]([CH:15](C(OCC)=O)[C:16]([O:18]CC)=[O:17])[CH:9]=[CH:10][C:11]=2[N+:12]([O-:14])=[O:13])[CH2:3][CH2:2]1.[OH-].[Na+]. The product is [CH:1]1([CH2:4][O:5][C:6]2[CH:7]=[C:8]([CH2:15][C:16]([OH:18])=[O:17])[CH:9]=[CH:10][C:11]=2[N+:12]([O-:14])=[O:13])[CH2:2][CH2:3]1. The catalyst is C(O)C.